This data is from CYP1A2 inhibition data for predicting drug metabolism from PubChem BioAssay. The task is: Regression/Classification. Given a drug SMILES string, predict its absorption, distribution, metabolism, or excretion properties. Task type varies by dataset: regression for continuous measurements (e.g., permeability, clearance, half-life) or binary classification for categorical outcomes (e.g., BBB penetration, CYP inhibition). Dataset: cyp1a2_veith. (1) The compound is CC(=O)OC[C@@H]1O[C@H](CCO/N=C(\C)CCN2CCc3nc(-c4ccccc4)c(-c4ccccc4)cc3C2)C=C[C@@H]1OC(C)=O. The result is 0 (non-inhibitor). (2) The drug is O=C(NCCO)c1ccc(Cl)cc1. The result is 1 (inhibitor). (3) The compound is COc1ccc2c(c1)c(CC(=O)OCC(=O)O)c(C)n2C(=O)c1ccc(Cl)cc1. The result is 0 (non-inhibitor). (4) The compound is COc1ccc2[nH]cc(CCNc3cc(-c4ccc(C(=O)N(C)C)cc4)ncn3)c2c1. The result is 1 (inhibitor).